Dataset: M1 muscarinic receptor antagonist screen with 61,756 compounds. Task: Binary Classification. Given a drug SMILES string, predict its activity (active/inactive) in a high-throughput screening assay against a specified biological target. (1) The result is 0 (inactive). The compound is n12nc(NCc3ccccc3)nc2nc(cc1C)C. (2) The drug is O=C1Nc2c(C(C1)c1ccc(N(C)C)cc1)cc(OC)c(OC)c2. The result is 0 (inactive). (3) The drug is O(c1c(NC(=O)Cn2cccc2)ccc(OC)c1)C. The result is 0 (inactive). (4) The compound is O=C(NCCC=1CCCCC1)CCCN1C(=O)c2c(C1=O)cccc2. The result is 0 (inactive). (5) The molecule is O1c2c(OC1)ccc(NC(=O)Nc1c(ccc(c1)C(OC)=O)C(OC)=O)c2. The result is 0 (inactive). (6) The molecule is S(=O)(=O)(N(Cc1ccccc1)CC(=O)Nc1cc(F)ccc1)C. The result is 0 (inactive). (7) The result is 0 (inactive). The drug is Clc1n(nc(c1C1C2=C(OC(N)=C1C#N)CC(CC2=O)(C)C)C)c1ccccc1. (8) The compound is O(CC(=O)Nc1c(cccc1)C(OC)=O)C(=O)c1occc1. The result is 0 (inactive).